Dataset: Full USPTO retrosynthesis dataset with 1.9M reactions from patents (1976-2016). Task: Predict the reactants needed to synthesize the given product. (1) Given the product [C:16]([O:20][C:21]([NH:23][CH:24]([CH:26]1[CH2:27][CH2:28][N:29]([S:12]([C:10]2[C:11]3[C:2]([Cl:1])=[CH:3][N:4]=[CH:5][C:6]=3[CH:7]=[CH:8][CH:9]=2)(=[O:14])=[O:13])[CH2:30][CH2:31]1)[CH3:25])=[O:22])([CH3:17])([CH3:18])[CH3:19], predict the reactants needed to synthesize it. The reactants are: [Cl:1][C:2]1[C:11]2[C:10]([S:12](Cl)(=[O:14])=[O:13])=[CH:9][CH:8]=[CH:7][C:6]=2[CH:5]=[N:4][CH:3]=1.[C:16]([O:20][C:21]([NH:23][CH:24]([CH:26]1[CH2:31][CH2:30][NH:29][CH2:28][CH2:27]1)[CH3:25])=[O:22])([CH3:19])([CH3:18])[CH3:17].BrC1C2C(S(Cl)(=O)=O)=CC=CC=2C=NC=1.C(OC(N[C@H]1CCNC1)=O)(C)(C)C. (2) Given the product [NH2:2][C:32]1[S:33][CH:34]=[C:35]([C:37]([NH:63][CH:60]2[CH2:61][CH2:62][N:57]([CH2:50][C:51]3[CH:52]=[CH:53][CH:54]=[CH:55][CH:56]=3)[CH2:58][CH2:59]2)=[O:39])[N:36]=1, predict the reactants needed to synthesize it. The reactants are: C[N:2](C(ON1N=NC2C=CC=NC1=2)=[N+](C)C)C.F[P-](F)(F)(F)(F)F.C([C:32]1[S:33][C:34](N)=[C:35]([C:37]([OH:39])=O)[N:36]=1)(OC(C)(C)C)=O.C(N(C(C)C)CC)(C)C.[CH2:50]([N:57]1[CH2:62][CH2:61][CH:60]([NH2:63])[CH2:59][CH2:58]1)[C:51]1[CH:56]=[CH:55][CH:54]=[CH:53][CH:52]=1. (3) Given the product [N:30]1([C:35]2[S:36][CH:37]=[C:38]([C:2]3[C:3]([NH:16][C@@H:17]4[CH2:22][CH2:21][CH2:20][N:19]([C:23]([O:25][C:26]([CH3:28])([CH3:29])[CH3:27])=[O:24])[CH2:18]4)=[N:4][C:5]([N:10]4[CH2:11][CH2:12][O:13][CH2:14][CH2:15]4)=[N:6][C:7]=3[O:8][CH3:9])[N:39]=2)[CH:34]=[CH:33][CH:32]=[CH:31]1, predict the reactants needed to synthesize it. The reactants are: I[C:2]1[C:3]([NH:16][CH:17]2[CH2:22][CH2:21][CH2:20][N:19]([C:23]([O:25][C:26]([CH3:29])([CH3:28])[CH3:27])=[O:24])[CH2:18]2)=[N:4][C:5]([N:10]2[CH2:15][CH2:14][O:13][CH2:12][CH2:11]2)=[N:6][C:7]=1[O:8][CH3:9].[N:30]1([C:35]2[S:36][CH:37]=[C:38](B3OC(C)(C)C(C)(C)O3)[N:39]=2)[CH:34]=[CH:33][CH:32]=[CH:31]1.C([O-])([O-])=O.[Cs+].[Cs+]. (4) Given the product [O:45]=[C:36]1[C:37]2[C:38](=[CH:41][CH:42]=[CH:43][CH:44]=2)[C:39](=[O:40])[N:35]1[O:1][CH2:2][CH2:3][NH:4][C:5](=[O:14])[O:6][CH2:7][C:8]1[CH:9]=[CH:10][CH:11]=[CH:12][CH:13]=1, predict the reactants needed to synthesize it. The reactants are: [OH:1][CH2:2][CH2:3][NH:4][C:5](=[O:14])[O:6][CH2:7][C:8]1[CH:13]=[CH:12][CH:11]=[CH:10][CH:9]=1.C1(P(C2C=CC=CC=2)C2C=CC=CC=2)C=CC=CC=1.O[N:35]1[C:39](=[O:40])[C:38]2=[CH:41][CH:42]=[CH:43][CH:44]=[C:37]2[C:36]1=[O:45].C1(C)C=CC=CC=1.N(C(OCC)=O)=NC(OCC)=O. (5) Given the product [CH3:25][N:23]([CH3:24])[C:18]1[CH:17]=[C:16]([CH:11]2[C:10]([CH3:27])([CH3:26])[CH2:9][C:8]3[C:13](=[CH:14][CH:15]=[C:6]([C:4]([OH:5])=[O:3])[CH:7]=3)[NH:12]2)[CH:21]=[C:20]([F:22])[CH:19]=1, predict the reactants needed to synthesize it. The reactants are: C([O:3][C:4]([C:6]1[CH:7]=[C:8]2[C:13](=[CH:14][CH:15]=1)[NH:12][CH:11]([C:16]1[CH:21]=[C:20]([F:22])[CH:19]=[C:18]([N:23]([CH3:25])[CH3:24])[CH:17]=1)[C:10]([CH3:27])([CH3:26])[CH2:9]2)=[O:5])C.O.[OH-].[Li+].O.Cl. (6) Given the product [NH2:16][C:17]1[CH:18]=[CH:19][C:20]([C:21]([NH:23][C:24]2[C:25]([Cl:41])=[CH:26][C:27]([C:31]([F:40])([C:36]([F:37])([F:38])[F:39])[C:32]([F:33])([F:34])[F:35])=[CH:28][C:29]=2[Cl:30])=[O:22])=[CH:42][C:43]=1[Cl:8], predict the reactants needed to synthesize it. The reactants are: C1(C)C=CC=CC=1.[Cl:8]N1C(=O)CCC1=O.[NH2:16][C:17]1[CH:43]=[CH:42][C:20]([C:21]([NH:23][C:24]2[C:29]([Cl:30])=[CH:28][C:27]([C:31]([F:40])([C:36]([F:39])([F:38])[F:37])[C:32]([F:35])([F:34])[F:33])=[CH:26][C:25]=2[Cl:41])=[O:22])=[CH:19][CH:18]=1. (7) Given the product [C:1]1([CH2:7][CH2:8][CH2:9][CH2:10][O:11][CH2:12][CH:13]2[CH2:40][CH2:39][C:16]3[NH:17][CH:18]=[N:19][C:15]=3[CH2:14]2)[CH:2]=[CH:3][CH:4]=[CH:5][CH:6]=1, predict the reactants needed to synthesize it. The reactants are: [C:1]1([CH2:7][CH2:8][CH2:9][CH2:10][O:11][CH2:12][CH:13]2[CH2:40][CH2:39][C:16]3[N:17](C(C4C=CC=CC=4)(C4C=CC=CC=4)C4C=CC=CC=4)[CH:18]=[N:19][C:15]=3[CH2:14]2)[CH:6]=[CH:5][CH:4]=[CH:3][CH:2]=1.C1(CCCCOCC2CCC3N=CN(C(C4C=CC=CC=4)(C4C=CC=CC=4)C4C=CC=CC=4)C=3C2)C=CC=CC=1.